Task: Predict the product of the given reaction.. Dataset: Forward reaction prediction with 1.9M reactions from USPTO patents (1976-2016) (1) The product is: [CH2:23]=[C:13]1[CH:14]2[CH2:22][CH:18]3[CH2:17][CH:16]([CH2:21][CH:20]1[CH2:19]3)[CH2:15]2. Given the reactants S([O-])([O-])(=O)=O.[Mg+2].C(O[C:13]1([CH3:23])[CH:20]2[CH2:21][CH:16]3[CH2:17][CH:18]([CH2:22][CH:14]1[CH2:15]3)[CH2:19]2)(=O)C(C)=C, predict the reaction product. (2) Given the reactants [CH3:1][Si:2]([CH3:19])([CH3:18])[CH2:3][CH2:4][O:5][CH2:6][O:7][CH2:8][C:9]1[N:10]=[C:11]([C:14]([NH:16][NH2:17])=[O:15])[S:12][CH:13]=1.[CH3:20][O:21][C:22](=[O:30])[C:23]([CH3:29])([CH3:28])[CH2:24][C:25](O)=[O:26].CN(C(ON1N=NC2C=CC=NC1=2)=[N+](C)C)C.F[P-](F)(F)(F)(F)F.O, predict the reaction product. The product is: [CH3:28][C:23]([CH3:29])([CH2:24][C:25](=[O:26])[NH:17][NH:16][C:14]([C:11]1[S:12][CH:13]=[C:9]([CH2:8][O:7][CH2:6][O:5][CH2:4][CH2:3][Si:2]([CH3:19])([CH3:18])[CH3:1])[N:10]=1)=[O:15])[C:22]([O:21][CH3:20])=[O:30]. (3) Given the reactants [CH3:1][O:2][C:3]1[CH:8]=[C:7]([C:9]([NH:11]N)=[O:10])[CH:6]=[CH:5][N:4]=1.[C:13]1(=[O:19])[O:18][C:16](=[O:17])[CH:15]=[CH:14]1, predict the reaction product. The product is: [CH3:1][O:2][C:3]1[CH:8]=[C:7]([C:9]([NH:11][C:13](=[O:19])/[CH:14]=[CH:15]\[C:16]([OH:18])=[O:17])=[O:10])[CH:6]=[CH:5][N:4]=1.